Dataset: Reaction yield outcomes from USPTO patents with 853,638 reactions. Task: Predict the reaction yield, written as a fraction of the theoretical maximum amount of product (1.0 means a 100% yield; for example, 0.34 means a 34% yield). (1) The reactants are Br[C:2]1[CH:7]=[CH:6][C:5]([Br:8])=[CH:4][N:3]=1.[C:9](CCCO)#[N:10].[CH3:15][Si](C)(C)[N-][Si](C)(C)C.[Na+].CCO[C:28]([CH3:30])=[O:29]. The catalyst is CS(C)=O. The product is [Br:8][C:5]1[CH:6]=[CH:7][C:2]([O:29][CH2:28][CH:30]([C:9]#[N:10])[CH3:15])=[N:3][CH:4]=1. The yield is 0.393. (2) The reactants are Br[C:2]1[CH:17]=[CH:16][CH:15]=[C:14]([Si:18]([CH3:21])([CH3:20])[CH3:19])[C:3]=1[C:4]([NH:6][C:7]1[CH:12]=[CH:11][CH:10]=[CH:9][C:8]=1[CH3:13])=[O:5].C1COCC1.[Li]C(CC)C.C(O)(=O)CC(CC(O)=O)(C(O)=O)O. The catalyst is C1CCCCC1. The product is [CH3:13][C:8]1[CH:9]=[CH:10][CH:11]=[CH:12][C:7]=1[NH:6][C:4](=[O:5])[C:3]1[CH:2]=[CH:17][CH:16]=[CH:15][C:14]=1[Si:18]([CH3:21])([CH3:20])[CH3:19]. The yield is 0.540. (3) The reactants are [C:1]([CH:3]([C:18]1[CH:23]=[CH:22][CH:21]=[CH:20][CH:19]=1)[CH:4]([C:10]1[C:15]([F:16])=[CH:14][CH:13]=[CH:12][C:11]=1[F:17])[CH2:5][C:6](OC)=[O:7])#[N:2].[BH4-].[K+].[Cl-].[Li+].Cl. The catalyst is C1COCC1.C(OCC)(=O)C. The product is [F:16][C:15]1[CH:14]=[CH:13][CH:12]=[C:11]([F:17])[C:10]=1[CH:4]([CH2:5][CH2:6][OH:7])[CH:3]([C:18]1[CH:19]=[CH:20][CH:21]=[CH:22][CH:23]=1)[C:1]#[N:2]. The yield is 0.650. (4) The catalyst is COCCOC.C1C=CC([P]([Pd]([P](C2C=CC=CC=2)(C2C=CC=CC=2)C2C=CC=CC=2)([P](C2C=CC=CC=2)(C2C=CC=CC=2)C2C=CC=CC=2)[P](C2C=CC=CC=2)(C2C=CC=CC=2)C2C=CC=CC=2)(C2C=CC=CC=2)C2C=CC=CC=2)=CC=1. The reactants are Br[C:2]1[C:13](=[O:14])[N:12]([CH:15]([CH3:17])[CH3:16])[C:5]2[N:6]=[C:7]([S:10][CH3:11])[N:8]=[CH:9][C:4]=2[CH:3]=1.[F:18][C:19]1[CH:24]=[CH:23][C:22](B(O)O)=[CH:21][C:20]=1[N+:28]([O-:30])=[O:29].C([O-])([O-])=O.[Na+].[Na+].O. The yield is 0.880. The product is [F:18][C:19]1[CH:24]=[CH:23][C:22]([C:2]2[C:13](=[O:14])[N:12]([CH:15]([CH3:17])[CH3:16])[C:5]3[N:6]=[C:7]([S:10][CH3:11])[N:8]=[CH:9][C:4]=3[CH:3]=2)=[CH:21][C:20]=1[N+:28]([O-:30])=[O:29]. (5) The reactants are [N:1](/[C:4](=[CH:9]\[C:10]1[CH:15]=[CH:14][C:13]([O:16][CH2:17][C:18]2[CH:23]=[CH:22][CH:21]=[CH:20][CH:19]=2)=[C:12]([N+:24]([O-:26])=[O:25])[CH:11]=1)/[C:5]([O:7][CH3:8])=[O:6])=[N+]=[N-]. The catalyst is C1(C)C(C)=CC=CC=1. The product is [CH2:17]([O:16][C:13]1[CH:14]=[C:15]2[C:10]([CH:9]=[C:4]([C:5]([O:7][CH3:8])=[O:6])[NH:1]2)=[CH:11][C:12]=1[N+:24]([O-:26])=[O:25])[C:18]1[CH:23]=[CH:22][CH:21]=[CH:20][CH:19]=1. The yield is 0.150. (6) The reactants are [CH:1]1[C:11]2[CH:10]([O:12][CH2:13][CH2:14][OH:15])[C:9]3[CH:16]=[CH:17][CH:18]=[CH:19][C:8]=3[CH2:7][O:6][C:5]=2[CH:4]=[CH:3][CH:2]=1.C(P(CCCC)CCCC)CCC.[CH2:33]([O:35][C:36](=[O:49])[CH:37]([O:46][CH2:47][CH3:48])[CH2:38][C:39]1[CH:44]=[CH:43][C:42](O)=[CH:41][CH:40]=1)[CH3:34].C1CCN(C(N=NC(N2CCCCC2)=O)=O)CC1. The yield is 0.370. The catalyst is C1C=CC=CC=1.CCCCCCC. The product is [CH2:33]([O:35][C:36](=[O:49])[CH:37]([O:46][CH2:47][CH3:48])[CH2:38][C:39]1[CH:44]=[CH:43][C:42]([O:15][CH2:14][CH2:13][O:12][CH:10]2[C:9]3[CH:16]=[CH:17][CH:18]=[CH:19][C:8]=3[CH2:7][O:6][C:5]3[CH:4]=[CH:3][CH:2]=[CH:1][C:11]2=3)=[CH:41][CH:40]=1)[CH3:34]. (7) The reactants are [H-].[Al+3].[Li+].[H-].[H-].[H-].[Br:7][C:8]1[CH:13]=[CH:12][C:11]([NH:14][CH:15]([C:18]2[CH:23]=[CH:22][C:21]([Cl:24])=[CH:20][CH:19]=2)[C:16]#[N:17])=[CH:10][CH:9]=1.Cl. The catalyst is C1COCC1. The product is [Br:7][C:8]1[CH:13]=[CH:12][C:11]([NH:14][CH:15]([C:18]2[CH:19]=[CH:20][C:21]([Cl:24])=[CH:22][CH:23]=2)[CH2:16][NH2:17])=[CH:10][CH:9]=1. The yield is 0.490. (8) The reactants are C([Zn][CH2:4][CH3:5])C.CCCCCC.COC1C=CC=CC=1[C@H](N[C@H](C1C=CC=CC=1)C)C1C2C(=CC=CC=2)C=CC=1O.[Br:41][C:42]1[CH:49]=[CH:48][C:47]([F:50])=[CH:46][C:43]=1[CH:44]=[O:45].Cl. The catalyst is C1(C)C=CC=CC=1. The product is [Br:41][C:42]1[CH:49]=[CH:48][C:47]([F:50])=[CH:46][C:43]=1[C@H:44]([OH:45])[CH2:4][CH3:5]. The yield is 0.790. (9) The reactants are [Br:1][C:2]1[CH:11]=[CH:10][CH:9]=[C:8]2[C:3]=1[CH:4]=[CH:5][C:6]([C:12]([OH:14])=[O:13])=[CH:7]2.S(Cl)(Cl)=O.[CH3:19]O. No catalyst specified. The product is [Br:1][C:2]1[CH:11]=[CH:10][CH:9]=[C:8]2[C:3]=1[CH:4]=[CH:5][C:6]([C:12]([O:14][CH3:19])=[O:13])=[CH:7]2. The yield is 0.690. (10) The reactants are Br[C:2]1[C:10]2[S:9][C:8]([NH:11][C:12]([C:14]3[S:15][C:16]([CH3:19])=[CH:17][CH:18]=3)=[O:13])=[N:7][C:6]=2[C:5]([O:20][CH3:21])=[CH:4][CH:3]=1.[N:22]1[CH:27]=[CH:26][C:25](B(O)O)=[CH:24][CH:23]=1. No catalyst specified. The product is [CH3:21][O:20][C:5]1[C:6]2[N:7]=[C:8]([NH:11][C:12]([C:14]3[S:15][C:16]([CH3:19])=[CH:17][CH:18]=3)=[O:13])[S:9][C:10]=2[C:2]([C:25]2[CH:26]=[CH:27][N:22]=[CH:23][CH:24]=2)=[CH:3][CH:4]=1. The yield is 0.0600.